Binary Classification. Given a miRNA mature sequence and a target amino acid sequence, predict their likelihood of interaction. From a dataset of Experimentally validated miRNA-target interactions with 360,000+ pairs, plus equal number of negative samples. (1) The miRNA is rno-miR-455-5p with sequence UAUGUGCCUUUGGACUACAUCG. The protein sequence of the target gene is MFAPAVMRAFRKNKTLGYGVPMLLLIVGGSFGLREFSQIRYDAVKSKMDPELEKKLKENKISLESEYEKIKDSKFDDWKNIRGPRPWEDPDLLQGRNPESLKTKTT. Result: 0 (no interaction). (2) The miRNA is hsa-miR-92a-3p with sequence UAUUGCACUUGUCCCGGCCUGU. The protein sequence of the target gene is MSHLKTSTEDEEPTEEYENVGNAASKWPKVEDPMPESKVGDTCVWDSKVENQQKKPVENRMKEDKSSIREAISKAKSTANIKTEQEGEASEKSLHLSPQHITHQTMPIGQRGSEQGKRVENINGTSYPSLQQKTNAVKKLHKCDECGKSFKYNSRLVQHKIMHTGEKRYECDDCGGTFRSSSSLRVHKRIHTGEKPYKCEECGKAYMSYSSLINHKSTHSGEKNCKCDECGKSFNYSSVLDQHKRIHTGEKPYECGECGKAFRNSSGLRVHKRIHTGEKPYECDICGKTFSNSSGLRVHK.... Result: 1 (interaction). (3) The miRNA is mmu-miR-302c-3p with sequence AAGUGCUUCCAUGUUUCAGUGG. The protein sequence of the target gene is MQMVPSLPPASECAGEEKRVGTRTVFVGNHPVSETEAYIAQRFCDNRIVSSKYTLWNFLPKNLFEQFRRIANFYFLIIFLVQVTVDTPTSPVTSGLPLFFVITVTAIKQGYEDCLRHRADNEVNKSTVYIIENAKRVRKESEKIKVGDVVEVQADETFPCDLILLSSCTTDGTCYVTTASLDGESNCKTHYAVRDTIALCTAESIDTLRAAIECEQPQPDLYKFVGRINIYSNSLEAVARSLGPENLLLKGATLKNTEKIYGVAVYTGMETKMALNYQGKSQKRSAVEKSINAFLIVYLF.... Result: 0 (no interaction).